From a dataset of Peptide-MHC class I binding affinity with 185,985 pairs from IEDB/IMGT. Regression. Given a peptide amino acid sequence and an MHC pseudo amino acid sequence, predict their binding affinity value. This is MHC class I binding data. (1) The MHC is Mamu-A02 with pseudo-sequence Mamu-A02. The peptide sequence is QVPKFHLPV. The binding affinity (normalized) is 0. (2) The peptide sequence is KLMPICMDV. The MHC is HLA-A31:01 with pseudo-sequence HLA-A31:01. The binding affinity (normalized) is 0.338. (3) The MHC is HLA-A02:03 with pseudo-sequence HLA-A02:03. The peptide sequence is MQDGRFDGI. The binding affinity (normalized) is 0.326.